From a dataset of Forward reaction prediction with 1.9M reactions from USPTO patents (1976-2016). Predict the product of the given reaction. (1) Given the reactants [CH3:1][N:2]1[C:6]([C:7]([CH:9]2[CH2:14][CH2:13][N:12]([C:15]([O:17]C(C)(C)C)=O)[CH2:11][CH2:10]2)=[O:8])=[CH:5][N:4]=[CH:3]1.[C:22](O)(C(F)(F)F)=O.C(OC(=O)C)(=O)C, predict the reaction product. The product is: [CH3:1][N:2]1[C:6]([C:7]([CH:9]2[CH2:14][CH2:13][N:12]([C:15](=[O:17])[CH3:22])[CH2:11][CH2:10]2)=[O:8])=[CH:5][N:4]=[CH:3]1. (2) Given the reactants [Cl:1][C:2]1[N:7]=[C:6](Cl)[C:5]([C:9]([O:11][CH2:12][CH3:13])=[O:10])=[CH:4][N:3]=1.[NH2:14][CH2:15][CH:16]1[CH2:21][CH2:20][CH2:19][N:18]([C:22]([O:24][CH2:25][C:26]2[CH:31]=[CH:30][CH:29]=[CH:28][CH:27]=2)=[O:23])[CH2:17]1.CCN(C(C)C)C(C)C.O, predict the reaction product. The product is: [CH2:25]([O:24][C:22]([N:18]1[CH2:19][CH2:20][CH2:21][CH:16]([CH2:15][NH:14][C:6]2[C:5]([C:9]([O:11][CH2:12][CH3:13])=[O:10])=[CH:4][N:3]=[C:2]([Cl:1])[N:7]=2)[CH2:17]1)=[O:23])[C:26]1[CH:31]=[CH:30][CH:29]=[CH:28][CH:27]=1. (3) Given the reactants [CH3:1][N:2]([C:12]1[CH:13]=[CH:14][CH:15]=[C:16]2[C:20]=1[NH:19][C:18]([C:21]1[S:22][CH:23]([CH2:26][N:27]3[CH2:32][CH2:31][S:30][CH2:29][CH2:28]3)[CH2:24][N:25]=1)=[CH:17]2)[S:3]([C:6]1[CH:11]=[CH:10][CH:9]=[CH:8][N:7]=1)(=[O:5])=[O:4].ClC1C=CC=C(C(OO)=[O:41])C=1, predict the reaction product. The product is: [CH3:1][N:2]([C:12]1[CH:13]=[CH:14][CH:15]=[C:16]2[C:20]=1[NH:19][C:18]([C:21]1[S:22][CH:23]([CH2:26][N:27]3[CH2:32][CH2:31][S:30](=[O:41])[CH2:29][CH2:28]3)[CH2:24][N:25]=1)=[CH:17]2)[S:3]([C:6]1[CH:11]=[CH:10][CH:9]=[CH:8][N:7]=1)(=[O:5])=[O:4]. (4) Given the reactants [CH2:1]([O:3][C:4]([C:6]1[O:10][N:9]=[C:8]([CH2:11][CH3:12])[C:7]=1[CH2:13]Br)=[O:5])[CH3:2].[CH2:15]([O:17][C:18](=[O:32])[CH2:19][NH:20][CH2:21][C:22]1[CH:27]=[CH:26][C:25]([O:28][CH3:29])=[CH:24][C:23]=1[O:30][CH3:31])[CH3:16].C(=O)([O-])[O-].[K+].[K+].[I-].[K+], predict the reaction product. The product is: [CH3:31][O:30][C:23]1[CH:24]=[C:25]([O:28][CH3:29])[CH:26]=[CH:27][C:22]=1[CH2:21][N:20]([CH2:13][C:7]1[C:8]([CH2:11][CH3:12])=[N:9][O:10][C:6]=1[C:4]([O:3][CH2:1][CH3:2])=[O:5])[CH2:19][C:18]([O:17][CH2:15][CH3:16])=[O:32].